From a dataset of Peptide-MHC class II binding affinity with 134,281 pairs from IEDB. Regression. Given a peptide amino acid sequence and an MHC pseudo amino acid sequence, predict their binding affinity value. This is MHC class II binding data. (1) The peptide sequence is ALREKVLGLPAIKAW. The MHC is HLA-DQA10501-DQB10301 with pseudo-sequence HLA-DQA10501-DQB10301. The binding affinity (normalized) is 0.438. (2) The peptide sequence is AEAPAAAAAPEEQVQ. The MHC is DRB5_0101 with pseudo-sequence DRB5_0101. The binding affinity (normalized) is 0.104.